Dataset: Full USPTO retrosynthesis dataset with 1.9M reactions from patents (1976-2016). Task: Predict the reactants needed to synthesize the given product. (1) Given the product [CH3:4][C:3]([OH:6])([CH3:5])[CH:2]([C:7]1[CH:12]=[N:11][C:10]([C:13]2[NH:39][C:16]([CH:17]([C:25]3[CH:30]=[CH:29][C:28]([S:31][CH3:32])=[CH:27][N:26]=3)[CH2:18][CH:19]3[CH2:24][CH2:23][O:22][CH2:21][CH2:20]3)=[CH:15][CH:14]=2)=[CH:9][CH:8]=1)[OH:1], predict the reactants needed to synthesize it. The reactants are: [OH:1][CH:2]([C:7]1[CH:8]=[CH:9][C:10]([C:13](=O)[CH2:14][CH2:15][C:16](=O)[CH:17]([C:25]2[CH:30]=[CH:29][C:28]([S:31][CH3:32])=[CH:27][N:26]=2)[CH2:18][CH:19]2[CH2:24][CH2:23][O:22][CH2:21][CH2:20]2)=[N:11][CH:12]=1)[C:3]([OH:6])([CH3:5])[CH3:4].C([O-])(=O)C.[NH4+:39].[OH-].[Na+]. (2) Given the product [CH2:5]([OH:4])[C@H:6]1[O:11][CH:10]([OH:12])[C@@H:9]([OH:23])[C@@H:8]([OH:26])[C@@H:7]1[OH:27], predict the reactants needed to synthesize it. The reactants are: CC([O:4][CH2:5][C@H:6]1[O:11][C@@H:10]([O:12]C2C=CC([N+]([O-])=O)=CC=2Cl)[C@H:9]2[O:23]C([O:26][C@H:8]2[C@@H:7]1[O:27]C(C)=O)=O)=O. (3) Given the product [Cl:29][C:26]1[CH:27]=[CH:28][C:23]([C:3]2[C:2]([C:32]3[CH:33]=[CH:34][CH:35]=[CH:36][C:31]=3[F:30])=[CH:7][N:6]3[C:8]([CH2:11][C:12]4[C:13]([CH3:22])=[N:14][C:15]([C:18]([F:20])([F:21])[F:19])=[CH:16][CH:17]=4)=[N:9][N:10]=[C:5]3[CH:4]=2)=[CH:24][CH:25]=1, predict the reactants needed to synthesize it. The reactants are: Br[C:2]1[C:3]([C:23]2[CH:28]=[CH:27][C:26]([Cl:29])=[CH:25][CH:24]=2)=[CH:4][C:5]2[N:6]([C:8]([CH2:11][C:12]3[C:13]([CH3:22])=[N:14][C:15]([C:18]([F:21])([F:20])[F:19])=[CH:16][CH:17]=3)=[N:9][N:10]=2)[CH:7]=1.[F:30][C:31]1[CH:36]=[CH:35][CH:34]=[CH:33][C:32]=1B(O)O.C([O-])([O-])=O.[K+].[K+].ClC1C=CC(C2C(C3C=CC(Cl)=CC=3Cl)=CN3C(CC4C=NC(C(F)(F)F)=CC=4)=NN=C3C=2)=CC=1.